This data is from Forward reaction prediction with 1.9M reactions from USPTO patents (1976-2016). The task is: Predict the product of the given reaction. (1) Given the reactants [OH:1][CH2:2][CH:3]1[S:7][C:6]([C:8]2[NH:9][C:10]3[C:15]([CH:16]=2)=[CH:14][CH:13]=[CH:12][C:11]=3[N:17]([CH3:27])[S:18]([C:21]2[CH:26]=[CH:25][CH:24]=[CH:23][N:22]=2)(=[O:20])=[O:19])=[N:5][CH2:4]1.C(N(CC)CC)C.[CH3:35][S:36](Cl)(=[O:38])=[O:37].O, predict the reaction product. The product is: [CH3:35][S:36]([O:1][CH2:2][CH:3]1[S:7][C:6]([C:8]2[NH:9][C:10]3[C:15]([CH:16]=2)=[CH:14][CH:13]=[CH:12][C:11]=3[N:17]([CH3:27])[S:18]([C:21]2[CH:26]=[CH:25][CH:24]=[CH:23][N:22]=2)(=[O:19])=[O:20])=[N:5][CH2:4]1)(=[O:38])=[O:37]. (2) Given the reactants C1C=C(Cl)C=C(C(OO)=[O:9])C=1.[CH3:12][C:13]1([CH3:44])[CH2:21][C:20]2[NH:19][N:18]=[C:17]([C:22]([NH:24][C:25]3[CH:26]=[N:27][N:28]([CH:30]([CH:37]4[CH2:42][CH2:41][N:40]([CH3:43])[CH2:39][CH2:38]4)[C:31]4[CH:36]=[CH:35][CH:34]=[CH:33][CH:32]=4)[CH:29]=3)=[O:23])[C:16]=2[CH2:15][CH2:14]1.CO, predict the reaction product. The product is: [CH3:12][C:13]1([CH3:44])[CH2:21][C:20]2[NH:19][N:18]=[C:17]([C:22]([NH:24][C:25]3[CH:26]=[N:27][N:28]([CH:30]([C:31]4[CH:36]=[CH:35][CH:34]=[CH:33][CH:32]=4)[CH:37]4[CH2:42][CH2:41][N+:40]([O-:9])([CH3:43])[CH2:39][CH2:38]4)[CH:29]=3)=[O:23])[C:16]=2[CH2:15][CH2:14]1. (3) Given the reactants C[O:2][C:3]([C:5]1[CH:9]=[C:8]([O:10][C:11]2[CH:16]=[CH:15][CH:14]=[CH:13][C:12]=2[NH:17][C:18]([NH:20][C:21]2[CH:26]=[CH:25][C:24]([C:27]([CH3:30])([CH3:29])[CH3:28])=[CH:23][CH:22]=2)=[O:19])[N:7]([C:31]2[CH:36]=[CH:35][CH:34]=[CH:33][CH:32]=2)[N:6]=1)=[O:4].[OH-].[Na+], predict the reaction product. The product is: [C:27]([C:24]1[CH:25]=[CH:26][C:21]([NH:20][C:18](=[O:19])[NH:17][C:12]2[CH:13]=[CH:14][CH:15]=[CH:16][C:11]=2[O:10][C:8]2[N:7]([C:31]3[CH:36]=[CH:35][CH:34]=[CH:33][CH:32]=3)[N:6]=[C:5]([C:3]([OH:4])=[O:2])[CH:9]=2)=[CH:22][CH:23]=1)([CH3:30])([CH3:28])[CH3:29]. (4) Given the reactants [CH3:1][C:2]([CH3:6])=[CH:3][CH2:4][OH:5].[C:7]([O:11][C:12]([NH:14][CH2:15][C:16](O)=[O:17])=[O:13])([CH3:10])([CH3:9])[CH3:8].C1CCC(N=C=NC2CCCCC2)CC1, predict the reaction product. The product is: [C:7]([O:11][C:12]([NH:14][CH2:15][C:16]([O:5][CH2:4][CH:3]=[C:2]([CH3:6])[CH3:1])=[O:17])=[O:13])([CH3:10])([CH3:9])[CH3:8]. (5) The product is: [CH3:32][O:33][C:34]1[CH:35]=[C:36]([CH2:42][CH2:43][N:44]2[C:7](=[O:9])[C:6]3[CH:5]=[C:4]([CH2:11][CH3:12])[S:3][C:2]=3[NH:1][C:14]2=[O:16])[CH:37]=[CH:38][C:39]=1[O:40][CH3:41]. Given the reactants [NH2:1][C:2]1[S:3][C:4]([CH2:11][CH3:12])=[CH:5][C:6]=1[C:7]([O:9]C)=O.Cl[C:14](Cl)([O:16]C(=O)OC(Cl)(Cl)Cl)Cl.C(N(CC)CC)C.[CH3:32][O:33][C:34]1[CH:35]=[C:36]([CH2:42][CH2:43][NH2:44])[CH:37]=[CH:38][C:39]=1[O:40][CH3:41], predict the reaction product. (6) Given the reactants [NH2:1][CH2:2][CH2:3][CH2:4][N:5]1[CH2:10][CH2:9][N:8]([CH2:11][CH2:12][CH2:13][NH2:14])[CH2:7][CH2:6]1.[CH:15]1[C:24]2[C:19](=[CH:20][CH:21]=[CH:22][CH:23]=2)[CH:18]=[CH:17][C:16]=1[CH:25]=O.[BH4-].[Na+].O, predict the reaction product. The product is: [CH:15]1[C:24]2[C:19](=[CH:20][CH:21]=[CH:22][CH:23]=2)[CH:18]=[CH:17][C:16]=1[CH2:25][NH:14][CH2:13][CH2:12][CH2:11][N:8]1[CH2:7][CH2:6][N:5]([CH2:4][CH2:3][CH2:2][NH:1][CH2:25][C:16]2[CH:17]=[CH:18][C:19]3[C:24](=[CH:23][CH:22]=[CH:21][CH:20]=3)[CH:15]=2)[CH2:10][CH2:9]1. (7) The product is: [C:1]([C:3]1[CH:4]=[CH:5][C:6]([CH2:9][CH2:10][N:11]2[CH2:12][CH2:13][C:14]([CH2:18][S:19][C:20]3[CH:21]=[CH:22][C:23]([C:24]([O-:26])=[O:25])=[CH:28][CH:29]=3)([OH:17])[CH2:15][CH2:16]2)=[CH:7][CH:8]=1)#[N:2].[Na+:33]. Given the reactants [C:1]([C:3]1[CH:8]=[CH:7][C:6]([CH2:9][CH2:10][N:11]2[CH2:16][CH2:15][C:14]([CH2:18][S:19][C:20]3[CH:29]=[CH:28][C:23]([C:24]([O:26]C)=[O:25])=[CH:22][CH:21]=3)([OH:17])[CH2:13][CH2:12]2)=[CH:5][CH:4]=1)#[N:2].CO.[OH-].[Na+:33], predict the reaction product. (8) Given the reactants [H-].[Na+].[CH2:3](Br)[C:4]1[CH:9]=[CH:8][CH:7]=[CH:6][CH:5]=1.[Cl-].[NH4+:12].[O:13]1C[CH2:16][CH2:15][CH2:14]1, predict the reaction product. The product is: [CH2:3]([O:13][CH2:14][CH2:15][C:16]#[N:12])[C:4]1[CH:9]=[CH:8][CH:7]=[CH:6][CH:5]=1. (9) Given the reactants [F:1][C:2]1[CH:10]=[CH:9][C:5]([C:6](Cl)=[O:7])=[CH:4][CH:3]=1.[C:11]([O:15][C:16](=[O:38])[CH2:17][N:18]1[C:22]2[CH:23]=[CH:24][C:25]([NH:27][CH2:28][C:29]3[CH:34]=[CH:33][CH:32]=[CH:31][CH:30]=3)=[CH:26][C:21]=2[N:20]=[C:19]1[CH2:35][CH2:36][CH3:37])([CH3:14])([CH3:13])[CH3:12].CCN(C(C)C)C(C)C, predict the reaction product. The product is: [C:11]([O:15][C:16](=[O:38])[CH2:17][N:18]1[C:22]2[CH:23]=[CH:24][C:25]([N:27]([CH2:28][C:29]3[CH:30]=[CH:31][CH:32]=[CH:33][CH:34]=3)[C:6](=[O:7])[C:5]3[CH:9]=[CH:10][C:2]([F:1])=[CH:3][CH:4]=3)=[CH:26][C:21]=2[N:20]=[C:19]1[CH2:35][CH2:36][CH3:37])([CH3:14])([CH3:13])[CH3:12]. (10) Given the reactants [NH:1]1[CH2:4][CH:3]([CH:5]2[CH2:10][CH2:9][N:8]([C:11]([C:13]3[S:14][CH:15]=[CH:16][N:17]=3)=[O:12])[CH2:7][CH2:6]2)[CH2:2]1.CN(C(ON1N=NC2C=CC=NC1=2)=[N+](C)C)C.F[P-](F)(F)(F)(F)F.CCN(CC)CC.[F:49][C:50]1[CH:55]=[CH:54][C:53]([N:56]2[C:60]3[CH:61]=[CH:62][C:63]([C:65](O)=[O:66])=[CH:64][C:59]=3[N:58]=[CH:57]2)=[CH:52][CH:51]=1, predict the reaction product. The product is: [F:49][C:50]1[CH:51]=[CH:52][C:53]([N:56]2[C:60]3[CH:61]=[CH:62][C:63]([C:65]([N:1]4[CH2:2][CH:3]([CH:5]5[CH2:6][CH2:7][N:8]([C:11]([C:13]6[S:14][CH:15]=[CH:16][N:17]=6)=[O:12])[CH2:9][CH2:10]5)[CH2:4]4)=[O:66])=[CH:64][C:59]=3[N:58]=[CH:57]2)=[CH:54][CH:55]=1.